From a dataset of Catalyst prediction with 721,799 reactions and 888 catalyst types from USPTO. Predict which catalyst facilitates the given reaction. (1) Reactant: [Cl:1][C:2]1[C:3](=[O:26])[N:4]([CH2:11][CH2:12][C:13]2[CH:25]=[CH:24][C:16]([C:17]([O:19][C:20]([CH3:23])([CH3:22])[CH3:21])=[O:18])=[CH:15][CH:14]=2)[C:5]([CH2:9][OH:10])=[C:6]([Cl:8])[CH:7]=1. Product: [Cl:1][C:2]1[C:3](=[O:26])[N:4]([CH2:11][CH2:12][C:13]2[CH:25]=[CH:24][C:16]([C:17]([O:19][C:20]([CH3:21])([CH3:22])[CH3:23])=[O:18])=[CH:15][CH:14]=2)[C:5]([CH:9]=[O:10])=[C:6]([Cl:8])[CH:7]=1. The catalyst class is: 428. (2) Reactant: Cl[C:2]1[N:7]=[C:6]([Cl:8])[N:5]=[C:4]([Cl:9])[N:3]=1.C(=O)([O-])[O-].[Na+].[Na+].[NH:16]1[CH2:21][CH2:20][CH2:19][CH2:18][CH2:17]1. Product: [Cl:9][C:4]1[N:5]=[C:6]([Cl:8])[N:7]=[C:2]([N:16]2[CH2:21][CH2:20][CH2:19][CH2:18][CH2:17]2)[N:3]=1. The catalyst class is: 7. (3) Product: [Cl:1][C:2]1[CH:7]=[CH:6][CH:5]=[C:4]([Cl:8])[C:3]=1[C:9]([NH:11][C@H:12]([C:31]([OH:33])=[O:32])[CH2:13][C:14]1[CH:19]=[CH:18][C:17]([CH2:20][NH:21][CH2:22][CH2:23][NH:24][C:25]2[CH:30]=[CH:29][CH:28]=[CH:27][N:26]=2)=[CH:16][CH:15]=1)=[O:10]. Reactant: [Cl:1][C:2]1[CH:7]=[CH:6][CH:5]=[C:4]([Cl:8])[C:3]=1[C:9]([NH:11][C@H:12]([C:31]([O:33]C)=[O:32])[CH2:13][C:14]1[CH:19]=[CH:18][C:17]([CH2:20][NH:21][CH2:22][CH2:23][NH:24][C:25]2[CH:30]=[CH:29][CH:28]=[CH:27][N:26]=2)=[CH:16][CH:15]=1)=[O:10].[Li+].[OH-]. The catalyst class is: 287. (4) Reactant: [H-].[Na+].CN1CCN([C:10]2[CH:15]=[C:14]([NH2:16])[CH:13]=[CH:12][N:11]=2)CC1.Cl[C:18]1[C:23]([CH2:24][CH2:25]Cl)=[C:22]([C:27]2[CH:32]=[CH:31][CH:30]=[C:29]([O:33][CH3:34])[CH:28]=2)[N:21]=[C:20]([N:35]2[CH2:40][CH2:39][O:38][CH2:37][CH2:36]2)[N:19]=1. Product: [CH3:34][O:33][C:29]1[CH:28]=[C:27]([C:22]2[C:23]3[CH2:24][CH2:25][N:16]([C:14]4[CH:13]=[CH:12][N:11]=[C:10]([O:38][CH2:37][CH2:36][N:35]([CH3:40])[CH3:20])[CH:15]=4)[C:18]=3[N:19]=[C:20]([N:35]3[CH2:40][CH2:39][O:38][CH2:37][CH2:36]3)[N:21]=2)[CH:32]=[CH:31][CH:30]=1. The catalyst class is: 7. (5) Reactant: C([O:4][C@@H:5]1[C@@H:10]([O:11]C(=O)C)[C@H:9]([O:15]C(=O)C)[C@@H:8]([O:19][CH3:20])[O:7][C@H:6]1[C:21]1[CH:26]=[CH:25][C:24]([Cl:27])=[C:23]([CH2:28][C:29]2[CH:38]=[CH:37][C:32]3[O:33][CH2:34][CH2:35][O:36][C:31]=3[CH:30]=2)[CH:22]=1)(=O)C.C[O-].[Na+]. Product: [Cl:27][C:24]1[CH:25]=[CH:26][C:21]([C@H:6]2[C@H:5]([OH:4])[C@@H:10]([OH:11])[C@H:9]([OH:15])[C@@H:8]([O:19][CH3:20])[O:7]2)=[CH:22][C:23]=1[CH2:28][C:29]1[CH:38]=[CH:37][C:32]2[O:33][CH2:34][CH2:35][O:36][C:31]=2[CH:30]=1. The catalyst class is: 5.